Regression. Given two drug SMILES strings and cell line genomic features, predict the synergy score measuring deviation from expected non-interaction effect. From a dataset of NCI-60 drug combinations with 297,098 pairs across 59 cell lines. (1) Drug 1: CCCS(=O)(=O)NC1=C(C(=C(C=C1)F)C(=O)C2=CNC3=C2C=C(C=N3)C4=CC=C(C=C4)Cl)F. Drug 2: C1CC(C1)(C(=O)O)C(=O)O.[NH2-].[NH2-].[Pt+2]. Cell line: U251. Synergy scores: CSS=28.9, Synergy_ZIP=-1.36, Synergy_Bliss=-1.06, Synergy_Loewe=0.565, Synergy_HSA=0.0941. (2) Drug 1: CCN(CC)CCCC(C)NC1=C2C=C(C=CC2=NC3=C1C=CC(=C3)Cl)OC. Drug 2: C1CC(=O)NC(=O)C1N2C(=O)C3=CC=CC=C3C2=O. Cell line: HCC-2998. Synergy scores: CSS=37.5, Synergy_ZIP=-4.74, Synergy_Bliss=-1.94, Synergy_Loewe=-32.5, Synergy_HSA=-2.51. (3) Drug 1: CC12CCC(CC1=CCC3C2CCC4(C3CC=C4C5=CN=CC=C5)C)O. Drug 2: C1CC(=O)NC(=O)C1N2C(=O)C3=CC=CC=C3C2=O. Cell line: KM12. Synergy scores: CSS=14.5, Synergy_ZIP=9.75, Synergy_Bliss=16.3, Synergy_Loewe=-6.82, Synergy_HSA=8.60. (4) Drug 1: C1CCN(CC1)CCOC2=CC=C(C=C2)C(=O)C3=C(SC4=C3C=CC(=C4)O)C5=CC=C(C=C5)O. Drug 2: C(CC(=O)O)C(=O)CN.Cl. Cell line: SK-OV-3. Synergy scores: CSS=10.3, Synergy_ZIP=-3.19, Synergy_Bliss=1.23, Synergy_Loewe=-29.6, Synergy_HSA=1.14. (5) Drug 1: C1=CC=C(C(=C1)C(C2=CC=C(C=C2)Cl)C(Cl)Cl)Cl. Drug 2: N.N.Cl[Pt+2]Cl. Cell line: NCI/ADR-RES. Synergy scores: CSS=15.7, Synergy_ZIP=2.62, Synergy_Bliss=3.51, Synergy_Loewe=-19.5, Synergy_HSA=-1.35. (6) Drug 1: CN(C)N=NC1=C(NC=N1)C(=O)N. Drug 2: CC1=C(C=C(C=C1)NC(=O)C2=CC=C(C=C2)CN3CCN(CC3)C)NC4=NC=CC(=N4)C5=CN=CC=C5. Cell line: BT-549. Synergy scores: CSS=-2.80, Synergy_ZIP=2.75, Synergy_Bliss=2.00, Synergy_Loewe=-3.04, Synergy_HSA=-2.82.